Predict the reaction yield, written as a fraction of the theoretical maximum amount of product (1.0 means a 100% yield; for example, 0.34 means a 34% yield). From a dataset of Reaction yield outcomes from USPTO patents with 853,638 reactions. (1) The yield is 0.900. The catalyst is C(#N)C. The product is [CH2:22]([O:13][C:3]1[C:4]([CH:8]([CH:10]2[CH2:11][CH2:12]2)[CH3:9])=[CH:5][CH:6]=[CH:7][C:2]=1[Br:1])[CH:21]=[CH2:20]. The reactants are [Br:1][C:2]1[CH:7]=[CH:6][CH:5]=[C:4]([CH:8]([CH:10]2[CH2:12][CH2:11]2)[CH3:9])[C:3]=1[OH:13].C(=O)([O-])[O-].[K+].[K+].[CH2:20](Br)[CH:21]=[CH2:22]. (2) The reactants are [C:1]([O:5][C:6]([N:8]1[CH2:18][CH2:17][C:11]2[N:12]=[C:13]([NH2:16])[N:14]=[CH:15][C:10]=2[CH2:9]1)=[O:7])([CH3:4])([CH3:3])[CH3:2].Br[C:20]1[CH:25]=[CH:24][CH:23]=[CH:22][CH:21]=1.C(=O)([O-])[O-].[Cs+].[Cs+]. The catalyst is CC(O)(C)C.C(Cl)Cl. The product is [NH:16]([C:13]1[N:14]=[CH:15][C:10]2[CH2:9][N:8]([C:6]([O:5][C:1]([CH3:4])([CH3:2])[CH3:3])=[O:7])[CH2:18][CH2:17][C:11]=2[N:12]=1)[C:20]1[CH:25]=[CH:24][CH:23]=[CH:22][CH:21]=1. The yield is 0.590.